This data is from Full USPTO retrosynthesis dataset with 1.9M reactions from patents (1976-2016). The task is: Predict the reactants needed to synthesize the given product. (1) Given the product [F:38][C:37]([F:40])([F:39])[C:35]([OH:41])=[O:36].[NH2:24][CH:20]1[CH2:21][CH2:22][CH2:23][N:18]([C:16]2[CH:17]=[C:12]([NH:11][C:6]3[CH:5]=[CH:4][C:3]([O:2][CH3:1])=[C:8]([O:9][CH3:10])[N:7]=3)[C:13]3[N:14]([CH:32]=[CH:33][N:34]=3)[N:15]=2)[CH2:19]1, predict the reactants needed to synthesize it. The reactants are: [CH3:1][O:2][C:3]1[CH:4]=[CH:5][C:6]([NH:11][C:12]2[C:13]3[N:14]([CH:32]=[CH:33][N:34]=3)[N:15]=[C:16]([N:18]3[CH2:23][CH2:22][CH2:21][CH:20]([NH:24]C(=O)OC(C)(C)C)[CH2:19]3)[CH:17]=2)=[N:7][C:8]=1[O:9][CH3:10].[C:35]([OH:41])([C:37]([F:40])([F:39])[F:38])=[O:36]. (2) Given the product [Cl:1][C:2]1[C:3]([F:34])=[C:4]([CH:31]=[CH:32][CH:33]=1)[NH:5][C:6]1[C:15]2[C:10](=[CH:11][C:12]([O:29][CH3:30])=[C:13]([O:16][C@H:17]3[CH2:21][CH2:20][N:19]([CH3:22])[CH2:18]3)[CH:14]=2)[N:9]=[CH:8][N:7]=1, predict the reactants needed to synthesize it. The reactants are: [Cl:1][C:2]1[C:3]([F:34])=[C:4]([CH:31]=[CH:32][CH:33]=1)[NH:5][C:6]1[C:15]2[C:10](=[CH:11][C:12]([O:29][CH3:30])=[C:13]([O:16][C@H:17]3[CH2:21][CH2:20][N:19]([C:22](OC(C)(C)C)=O)[CH2:18]3)[CH:14]=2)[N:9]=[CH:8][N:7]=1.C=O.